From a dataset of Forward reaction prediction with 1.9M reactions from USPTO patents (1976-2016). Predict the product of the given reaction. (1) Given the reactants [C:1]12([C:11]3[CH:15]=[C:14]([C:16]([O:18][CH2:19][CH3:20])=[O:17])[NH:13][CH:12]=3)[CH2:10][CH:5]3[CH2:6][CH:7]([CH2:9][CH:3]([CH2:4]3)[CH2:2]1)[CH2:8]2.[CH3:21][Si]([N-][Si](C)(C)C)(C)C.[K+].IC.C(OCC)(=O)C, predict the reaction product. The product is: [C:1]12([C:11]3[CH:15]=[C:14]([C:16]([O:18][CH2:19][CH3:20])=[O:17])[N:13]([CH3:21])[CH:12]=3)[CH2:2][CH:3]3[CH2:9][CH:7]([CH2:6][CH:5]([CH2:4]3)[CH2:10]1)[CH2:8]2. (2) Given the reactants [Cl:1][C:2]1[C:3]2[C:10]3[CH2:11][CH2:12][CH:13]([C:15]([OH:17])=O)[CH2:14][C:9]=3[S:8][C:4]=2[N:5]=[CH:6][N:7]=1.[CH3:18][CH:19]([NH2:21])[CH3:20], predict the reaction product. The product is: [Cl:1][C:2]1[C:3]2[C:10]3[CH2:11][CH2:12][CH:13]([C:15]([NH:21][CH:19]([CH3:20])[CH3:18])=[O:17])[CH2:14][C:9]=3[S:8][C:4]=2[N:5]=[CH:6][N:7]=1.